From a dataset of Forward reaction prediction with 1.9M reactions from USPTO patents (1976-2016). Predict the product of the given reaction. (1) The product is: [Br:11][C:12]1[CH:13]=[CH:14][CH:15]=[C:16]2[C:20]=1[NH:19][C:18]1[CH2:21][N:3]3[CH2:6][CH2:5][CH:25]([C:17]2=1)[CH2:2][CH2:1]3. Given the reactants [C:1](#[N:3])[CH3:2].F[C:5](F)(F)[C:6](O)=O.[Br:11][C:12]1[C:20]2[NH:19][C:18]3[CH:21]4CCN([CH2:25][C:17]=3[C:16]=2[CH:15]=[CH:14][CH:13]=1)CC4, predict the reaction product. (2) Given the reactants Cl.[Cl:2][C:3]1[CH:4]=[N:5][C:6]([NH:12][CH2:13][C:14]([N:16]2[CH2:21][C@H:20]([CH3:22])[N:19]([CH2:23][C:24]3[CH:29]=[CH:28][C:27]([F:30])=[CH:26][CH:25]=3)[CH2:18][C@H:17]2[CH3:31])=[O:15])=[C:7]([CH:11]=1)[C:8](O)=[O:9].Cl.CN(C)CCCN=C=NCC.Cl.[CH3:45][O:46][C:47](=[O:50])[CH2:48][NH2:49].C(N(CC)CC)C, predict the reaction product. The product is: [CH3:45][O:46][C:47](=[O:50])[CH2:48][NH:49][C:8]([C:7]1[C:6]([NH:12][CH2:13][C:14]([N:16]2[CH2:21][C@H:20]([CH3:22])[N:19]([CH2:23][C:24]3[CH:29]=[CH:28][C:27]([F:30])=[CH:26][CH:25]=3)[CH2:18][C@H:17]2[CH3:31])=[O:15])=[N:5][CH:4]=[C:3]([Cl:2])[CH:11]=1)=[O:9]. (3) Given the reactants [Cl:1][C:2]1[CH:21]=[C:20]([O:22][CH2:23][CH2:24][CH2:25][CH2:26][CH3:27])[CH:19]=[CH:18][C:3]=1[CH2:4][N:5]1[C:9]2[CH:10]=[C:11]([C:14]([OH:16])=[O:15])[CH:12]=[CH:13][C:8]=2[N:7]=[C:6]1[CH3:17].[H-].[Na+].Cl[CH:31]([C:37](=[O:39])[CH3:38])[C:32]([O:34][CH2:35][CH3:36])=[O:33].O, predict the reaction product. The product is: [Cl:1][C:2]1[CH:21]=[C:20]([O:22][CH2:23][CH2:24][CH2:25][CH2:26][CH3:27])[CH:19]=[CH:18][C:3]=1[CH2:4][N:5]1[C:9]2[CH:10]=[C:11]([C:14]([O:16][CH:31]([C:32]([O:34][CH2:35][CH3:36])=[O:33])[C:37](=[O:39])[CH3:38])=[O:15])[CH:12]=[CH:13][C:8]=2[N:7]=[C:6]1[CH3:17]. (4) Given the reactants [NH2:1][C:2]1[N:10]=[CH:9][CH:8]=[CH:7][C:3]=1[C:4]([OH:6])=O.[Cl:11][C:12]1[CH:18]=[CH:17][C:15]([NH2:16])=[CH:14][CH:13]=1.CC[N:21]([CH:25]([CH3:27])C)[CH:22]([CH3:24])C.[CH2:28](Cl)[CH2:29]Cl.C1C=CC2N(O)N=NC=2C=1, predict the reaction product. The product is: [Cl:11][C:12]1[CH:18]=[CH:17][C:15]([NH:16][C:4]([C:3]2[C:2]([NH:1][CH2:28][C:29]3[CH:24]=[CH:22][N:21]=[CH:25][CH:27]=3)=[N:10][CH:9]=[CH:8][CH:7]=2)=[O:6])=[CH:14][CH:13]=1. (5) Given the reactants [C:1]1([C:7]2[CH:8]=[C:9]([CH:13]=[C:14]([C:16]3[CH:21]=[CH:20][CH:19]=[CH:18][CH:17]=3)[N:15]=2)C(O)=O)[CH:6]=[CH:5][CH:4]=[CH:3][CH:2]=1.C([N:24]([CH2:27]C)CC)C.C1C=CC(P(N=[N+]=[N-])(C2C=CC=CC=2)=[O:36])=CC=1.[CH3:46][Si:47]([CH3:52])([CH3:51])[CH2:48][CH2:49][OH:50], predict the reaction product. The product is: [C:16]1([C:14]2[CH:13]=[C:9]([NH:24][C:27](=[O:36])[O:50][CH2:49][CH2:48][Si:47]([CH3:52])([CH3:51])[CH3:46])[CH:8]=[C:7]([C:1]3[CH:6]=[CH:5][CH:4]=[CH:3][CH:2]=3)[N:15]=2)[CH:17]=[CH:18][CH:19]=[CH:20][CH:21]=1. (6) The product is: [O:16]1[C:15]2[CH:17]=[CH:18][CH:19]=[CH:20][C:14]=2[O:13][CH2:12][CH:11]1[CH2:10][NH:9][C:8]([C:6]1[CH:5]=[CH:4][C:3]2[NH:22][C:23]3[CH:31]=[CH:30][CH:29]=[CH:28][C:24]=3[C:25](=[O:26])[NH:1][C:2]=2[CH:7]=1)=[O:21]. Given the reactants [NH2:1][C:2]1[CH:7]=[C:6]([C:8](=[O:21])[NH:9][CH2:10][CH:11]2[O:16][C:15]3[CH:17]=[CH:18][CH:19]=[CH:20][C:14]=3[O:13][CH2:12]2)[CH:5]=[CH:4][C:3]=1[NH:22][C:23]1[CH:31]=[CH:30][CH:29]=[CH:28][C:24]=1[C:25](O)=[O:26].C(Cl)CCl, predict the reaction product. (7) Given the reactants C([O:8][C:9]1[N:14]=[C:13]2[NH:15][CH:16]=[N:17][C:12]2=[CH:11][CH:10]=1)C1C=CC=CC=1.[Br:18][C:19]1[CH:24]=[CH:23][CH:22]=[CH:21][C:20]=1B(O)O, predict the reaction product. The product is: [Br:18][C:19]1[CH:24]=[CH:23][CH:22]=[CH:21][C:20]=1[N:15]1[C:13]2=[N:14][C:9]([OH:8])=[CH:10][CH:11]=[C:12]2[N:17]=[CH:16]1. (8) Given the reactants O1CCCCC1[N:7]1[C:15]2[C:10](=[CH:11][C:12]([C:16]3[N:20]=[CH:19][N:18](C(C4C=CC=CC=4)(C4C=CC=CC=4)C4C=CC=CC=4)[N:17]=3)=[CH:13][CH:14]=2)[C:9]([C:40]2[CH:41]=[C:42]([CH:47]=[CH:48][CH:49]=2)[C:43](OC)=[O:44])=[N:8]1.[OH-].[Li+].ON1C2C=CC=CC=2N=N1.[CH:62]1([NH2:72])[C:71]2[C:66](=[CH:67][CH:68]=[CH:69][CH:70]=2)[CH2:65][CH2:64][CH2:63]1.Cl.C(N=C=NCCCN(C)C)C.Cl, predict the reaction product. The product is: [NH:18]1[CH:19]=[N:20][C:16]([C:12]2[CH:11]=[C:10]3[C:15](=[CH:14][CH:13]=2)[NH:7][N:8]=[C:9]3[C:40]2[CH:41]=[C:42]([C:43]([NH:72][C:62]3[C:71]4[CH2:70][CH2:69][CH2:68][CH2:67][C:66]=4[CH:65]=[CH:64][CH:63]=3)=[O:44])[CH:47]=[CH:48][CH:49]=2)=[N:17]1. (9) Given the reactants [CH:1]([O:14][C:15]1[C:16]2[C:35](=[O:36])[N:34]([CH2:37][C:38]3[CH:43]=[CH:42][C:41]([F:44])=[CH:40][CH:39]=3)[CH2:33][C:17]=2[C:18](OS(C(F)(F)F)(=O)=O)=[C:19]2[C:24]=1[N:23]=[CH:22][CH:21]=[CH:20]2)([C:8]1[CH:13]=[CH:12][CH:11]=[CH:10][CH:9]=1)[C:2]1[CH:7]=[CH:6][CH:5]=[CH:4][CH:3]=1.C([O-])([O-])=O.[K+].[K+].[CH3:51][CH2:52][O:53][C:54]([CH3:56])=O.[CH3:57][CH2:58][CH2:59][CH2:60]CC, predict the reaction product. The product is: [CH:1]([O:14][C:15]1[C:16]2[C:35](=[O:36])[N:34]([CH2:37][C:38]3[CH:43]=[CH:42][C:41]([F:44])=[CH:40][CH:39]=3)[CH2:33][C:17]=2[C:18]([C:58]2[CH:59]=[CH:60][C:54]([O:53][CH2:52][CH3:51])=[CH:56][CH:57]=2)=[C:19]2[C:24]=1[N:23]=[CH:22][CH:21]=[CH:20]2)([C:8]1[CH:9]=[CH:10][CH:11]=[CH:12][CH:13]=1)[C:2]1[CH:3]=[CH:4][CH:5]=[CH:6][CH:7]=1. (10) Given the reactants [H-].[Na+].[OH:3][C:4]([CH3:10])([CH3:9])[C:5]([O:7][CH3:8])=[O:6].[I:11][C:12]1[CH:19]=[CH:18][C:15]([CH2:16]Br)=[CH:14][CH:13]=1.C1(C)C=CC=CC=1, predict the reaction product. The product is: [I:11][C:12]1[CH:19]=[CH:18][C:15]([CH2:16][O:3][C:4]([CH3:10])([CH3:9])[C:5]([O:7][CH3:8])=[O:6])=[CH:14][CH:13]=1.